This data is from Reaction yield outcomes from USPTO patents with 853,638 reactions. The task is: Predict the reaction yield, written as a fraction of the theoretical maximum amount of product (1.0 means a 100% yield; for example, 0.34 means a 34% yield). (1) The reactants are [C:1]1([C:7]2[N:16]=[C:15]([C:17]([OH:19])=O)[C:14]3[C:9](=[CH:10][CH:11]=[CH:12][CH:13]=3)[N:8]=2)[CH:6]=[CH:5][CH:4]=[CH:3][CH:2]=1.Cl.[CH3:21][O:22][C:23]1[C:32]([O:33][CH3:34])=[CH:31][CH:30]=[C:29]2[C:24]=1[CH2:25][CH2:26][NH:27][CH2:28]2. No catalyst specified. The product is [C:1]1([C:7]2[N:16]=[C:15]([C:17]([N:27]3[CH2:26][CH2:25][C:24]4[C:29](=[CH:30][CH:31]=[C:32]([O:33][CH3:34])[C:23]=4[O:22][CH3:21])[CH2:28]3)=[O:19])[C:14]3[C:9](=[CH:10][CH:11]=[CH:12][CH:13]=3)[N:8]=2)[CH:6]=[CH:5][CH:4]=[CH:3][CH:2]=1. The yield is 0.110. (2) The reactants are [CH3:1][C:2]1[O:6][C:5]([C@H:7]2[CH2:12][CH2:11][C@H:10]([N:13]3[C:18](=[O:19])[C:17]([CH2:20][C:21]4[CH:26]=[CH:25][C:24]([C:27]5[C:28]([C:33]#[N:34])=[CH:29][CH:30]=[CH:31][CH:32]=5)=[CH:23][CH:22]=4)=[C:16]([CH2:35][CH2:36][CH3:37])[N:15]4[N:38]=[CH:39][N:40]=[C:14]34)[CH2:9][CH2:8]2)=[N:4][N:3]=1.C([Sn](=O)CCCC)CCC.[N:51]([Si](C)(C)C)=[N+:52]=[N-:53].C1(C)C=CC=CC=1. The catalyst is C(OCC)(=O)C. The product is [CH3:1][C:2]1[O:6][C:5]([C@H:7]2[CH2:8][CH2:9][C@H:10]([N:13]3[C:18](=[O:19])[C:17]([CH2:20][C:21]4[CH:26]=[CH:25][C:24]([C:27]5[CH:32]=[CH:31][CH:30]=[CH:29][C:28]=5[C:33]5[NH:53][N:52]=[N:51][N:34]=5)=[CH:23][CH:22]=4)=[C:16]([CH2:35][CH2:36][CH3:37])[N:15]4[N:38]=[CH:39][N:40]=[C:14]34)[CH2:11][CH2:12]2)=[N:4][N:3]=1. The yield is 0.140.